From a dataset of Full USPTO retrosynthesis dataset with 1.9M reactions from patents (1976-2016). Predict the reactants needed to synthesize the given product. (1) Given the product [C:1]([O:5][C:6](=[O:31])[N:7]([C@H:24]1[CH2:25][CH2:26][C@H:43]([NH2:44])[CH2:28][CH2:29]1)[C:8]1[CH:13]=[C:12]([CH2:14][CH2:15][CH2:16][NH:36][CH3:35])[CH:11]=[CH:10][C:9]=1[C:18]1[CH:23]=[CH:22][CH:21]=[CH:20][CH:19]=1)([CH3:3])([CH3:2])[CH3:4], predict the reactants needed to synthesize it. The reactants are: [C:1]([O:5][C:6](=[O:31])[N:7]([C@H:24]1[CH2:29][CH2:28][C@H](N)[CH2:26][CH2:25]1)[C:8]1[CH:13]=[C:12]([CH2:14][CH2:15][CH:16]=O)[CH:11]=[CH:10][C:9]=1[C:18]1[CH:23]=[CH:22][CH:21]=[CH:20][CH:19]=1)([CH3:4])([CH3:3])[CH3:2].CN.C[CH2:35][N:36](C(C)C)C(C)C.[C:43]([BH3-])#[N:44].[Na+]. (2) The reactants are: [CH:1](=O)[CH2:2][CH2:3][CH2:4][CH2:5][CH:6]=[CH2:7].[C:9]([NH:16][NH2:17])([O:11][C:12]([CH3:15])([CH3:14])[CH3:13])=[O:10].[BH3-]C#N.[Na+].C([O-])(O)=O.[Na+]. Given the product [C:12]([O:11][C:9]([NH:16][NH:17][CH2:1][CH2:2][CH2:3][CH2:4][CH2:5][CH:6]=[CH2:7])=[O:10])([CH3:15])([CH3:14])[CH3:13], predict the reactants needed to synthesize it. (3) Given the product [Cl:3][C:4]1[CH:22]=[CH:21][C:20]([N+:23]([O-:25])=[O:24])=[CH:19][C:5]=1[C:6]([NH:8][C:9]1[CH:10]=[C:11]([CH:16]=[CH:17][CH:18]=1)[C:12]([OH:14])=[O:13])=[O:7], predict the reactants needed to synthesize it. The reactants are: [OH-].[Na+].[Cl:3][C:4]1[CH:22]=[CH:21][C:20]([N+:23]([O-:25])=[O:24])=[CH:19][C:5]=1[C:6]([NH:8][C:9]1[CH:10]=[C:11]([CH:16]=[CH:17][CH:18]=1)[C:12]([O:14]C)=[O:13])=[O:7].